Task: Predict the reactants needed to synthesize the given product.. Dataset: Full USPTO retrosynthesis dataset with 1.9M reactions from patents (1976-2016) (1) Given the product [CH2:1]([NH:8][C:9]([C:11]1[S:19][C:18]2[C:17](=[O:20])[N:16]([CH2:21][C:22]3[CH:27]=[CH:26][CH:25]=[CH:24][CH:23]=3)[C:15](=[O:28])[N:14]([CH3:31])[C:13]=2[CH:12]=1)=[O:10])[C:2]1[CH:7]=[CH:6][CH:5]=[CH:4][CH:3]=1, predict the reactants needed to synthesize it. The reactants are: [CH2:1]([NH:8][C:9]([C:11]1[S:19][C:18]2[C:17](=[O:20])[N:16]([CH2:21][C:22]3[CH:27]=[CH:26][CH:25]=[CH:24][CH:23]=3)[C:15](=[O:28])[NH:14][C:13]=2[CH:12]=1)=[O:10])[C:2]1[CH:7]=[CH:6][CH:5]=[CH:4][CH:3]=1.IC.[C:31](=O)([O-])[O-].[K+].[K+].C(OC(C)C)(C)C. (2) Given the product [CH:26]1([C:32]2[C:33]3[S:48][C:47]([C:49]([O:51][CH3:52])=[O:50])=[CH:46][C:34]=3[NH:35][C:36]=2[C:2]2[CH:17]=[CH:16][CH:15]=[C:14]([N+:18]([O-:20])=[O:19])[C:3]=2[O:4][CH2:5][CH2:6][O:7][CH:8]2[CH2:13][CH2:12][CH2:11][CH2:10][O:9]2)[CH2:27][CH2:28][CH2:29][CH2:30][CH2:31]1, predict the reactants needed to synthesize it. The reactants are: Br[C:2]1[CH:17]=[CH:16][CH:15]=[C:14]([N+:18]([O-:20])=[O:19])[C:3]=1[O:4][CH2:5][CH2:6][O:7][CH:8]1[CH2:13][CH2:12][CH2:11][CH2:10][O:9]1.C(=O)([O-])O.[Na+].[CH:26]1([C:32]2[C:33]3[S:48][C:47]([C:49]([O:51][CH3:52])=[O:50])=[CH:46][C:34]=3[NH:35][C:36]=2B2OC(C)(C)C(C)(C)O2)[CH2:31][CH2:30][CH2:29][CH2:28][CH2:27]1. (3) Given the product [Br:26][C:23]1[CH:24]=[CH:25][C:17]([NH:16][CH2:4][CH2:3][O:7][CH3:8])=[C:18]([CH:22]=1)[C:19]([OH:21])=[O:20], predict the reactants needed to synthesize it. The reactants are: CO[CH:3]([O:7][CH3:8])[CH2:4]OC.FC(F)(F)C(O)=O.[NH2:16][C:17]1[CH:25]=[CH:24][C:23]([Br:26])=[CH:22][C:18]=1[C:19]([OH:21])=[O:20].C(O[BH-](OC(=O)C)OC(=O)C)(=O)C.[Na+]. (4) Given the product [F:13][C:14]1[CH:19]=[CH:18][C:17]([CH3:23])=[C:16]([C:2]2[CH:11]=[C:10]3[C:5]([CH:6]=[C:7]([NH2:12])[N:8]=[CH:9]3)=[CH:4][CH:3]=2)[CH:15]=1, predict the reactants needed to synthesize it. The reactants are: Br[C:2]1[CH:11]=[C:10]2[C:5]([CH:6]=[C:7]([NH2:12])[N:8]=[CH:9]2)=[CH:4][CH:3]=1.[F:13][C:14]1[CH:15]=[CH:16][C:17]([CH3:23])=[C:18](B(O)O)[CH:19]=1.C([O-])([O-])=O.[Cs+].[Cs+]. (5) The reactants are: C([O:5][C:6](=[O:39])[CH2:7][CH2:8][C:9]1[CH:14]=[C:13]([Cl:15])[C:12]([C:16]2[NH:17][C:18]3[C:23]([CH:24]=2)=[CH:22][CH:21]=[C:20]([C:25](=[O:37])[NH:26][C:27]2[CH:36]=[CH:35][C:34]4[C:29](=[CH:30][CH:31]=[CH:32][CH:33]=4)[N:28]=2)[CH:19]=3)=[C:11]([Cl:38])[CH:10]=1)(C)(C)C.Cl. Given the product [ClH:15].[Cl:38][C:11]1[CH:10]=[C:9]([CH2:8][CH2:7][C:6]([OH:39])=[O:5])[CH:14]=[C:13]([Cl:15])[C:12]=1[C:16]1[NH:17][C:18]2[C:23]([CH:24]=1)=[CH:22][CH:21]=[C:20]([C:25](=[O:37])[NH:26][C:27]1[CH:36]=[CH:35][C:34]3[C:29](=[CH:30][CH:31]=[CH:32][CH:33]=3)[N:28]=1)[CH:19]=2, predict the reactants needed to synthesize it.